From a dataset of Kir2.1 potassium channel HTS with 301,493 compounds. Binary Classification. Given a drug SMILES string, predict its activity (active/inactive) in a high-throughput screening assay against a specified biological target. The drug is O1C(CC(CC(=O)Nc2ncccc2)C1=O)(C)C. The result is 0 (inactive).